This data is from Full USPTO retrosynthesis dataset with 1.9M reactions from patents (1976-2016). The task is: Predict the reactants needed to synthesize the given product. (1) Given the product [CH3:19][O:20][C:21]1[CH:22]=[C:23]([N:29]2[CH2:30][CH2:31][N:32]([C:14]([C:5]3[NH:4][C:3]([C:2]([F:1])([F:18])[F:17])=[N:7][C:6]=3[C:8]3[CH:9]=[CH:10][CH:11]=[CH:12][CH:13]=3)=[O:16])[CH2:33][CH2:34]2)[CH:24]=[C:25]([O:27][CH3:28])[CH:26]=1, predict the reactants needed to synthesize it. The reactants are: [F:1][C:2]([F:18])([F:17])[C:3]1[NH:4][C:5]([C:14]([OH:16])=O)=[C:6]([C:8]2[CH:13]=[CH:12][CH:11]=[CH:10][CH:9]=2)[N:7]=1.[CH3:19][O:20][C:21]1[CH:22]=[C:23]([N:29]2[CH2:34][CH2:33][NH:32][CH2:31][CH2:30]2)[CH:24]=[C:25]([O:27][CH3:28])[CH:26]=1.Cl.CN(C)CCCN=C=NCC.O.ON1C2C=CC=CC=2N=N1. (2) Given the product [CH2:9]([C:4]1[S:3][C:2]([N:1]=[CH:15][O:14][CH2:12][CH3:13])=[C:6]([C:7]#[N:8])[CH:5]=1)[CH2:10][CH3:11], predict the reactants needed to synthesize it. The reactants are: [NH2:1][C:2]1[S:3][C:4]([CH2:9][CH2:10][CH3:11])=[CH:5][C:6]=1[C:7]#[N:8].[CH2:12]([O:14][CH:15](OCC)OCC)[CH3:13]. (3) Given the product [O:53]1[C:57]2[CH:58]=[CH:59][CH:60]=[CH:61][C:56]=2[CH:55]=[C:54]1[C:62]([N:16]1[CH2:17][CH2:18][CH:13](/[CH:12]=[C:11]2/[C:7]([NH:6][CH2:3][C:4]#[CH:5])=[N:8][C:9](=[O:19])[S:10]/2)[CH2:14][CH2:15]1)=[O:63], predict the reactants needed to synthesize it. The reactants are: Cl.Cl.[CH2:3]([NH:6][C:7]1=[N:8][C:9](=[O:19])[S:10]/[C:11]/1=[CH:12]\[CH:13]1[CH2:18][CH2:17][NH:16][CH2:15][CH2:14]1)[C:4]#[CH:5].C(N(C(C)C)C(C)C)C.F[P-](F)(F)(F)(F)F.N1(OC(N(C)C)=[N+](C)C)C2N=CC=CC=2N=N1.[O:53]1[C:57]2[CH:58]=[CH:59][CH:60]=[CH:61][C:56]=2[CH:55]=[C:54]1[C:62](O)=[O:63]. (4) Given the product [Cl:1][C:2]1[C:7]([C:8]2[C:9](=[O:31])[N:10]([CH2:29][CH3:30])[C:11]3[C:16]([CH:17]=2)=[CH:15][N:14]=[C:13]([NH:18][CH3:19])[CH:12]=3)=[CH:6][C:5]([NH:32][C:33]([NH:35][C:36]2[CH:41]=[C:40]([F:42])[CH:39]=[C:38]([Cl:43])[CH:37]=2)=[O:34])=[C:4]([F:44])[CH:3]=1, predict the reactants needed to synthesize it. The reactants are: [Cl:1][C:2]1[C:7]([C:8]2[C:9](=[O:31])[N:10]([CH2:29][CH3:30])[C:11]3[C:16]([CH:17]=2)=[CH:15][N:14]=[C:13]([N:18](CC2C=CC(OC)=CC=2)[CH3:19])[CH:12]=3)=[CH:6][C:5]([NH:32][C:33]([NH:35][C:36]2[CH:41]=[C:40]([F:42])[CH:39]=[C:38]([Cl:43])[CH:37]=2)=[O:34])=[C:4]([F:44])[CH:3]=1.C1(OC)C=CC=CC=1. (5) Given the product [CH3:24][C:25]1[CH:26]=[C:27]([NH:34][C:2]2[C:11]3=[N:12][NH:13][CH:14]=[C:10]3[C:9]3[CH:8]=[CH:7][CH:6]=[CH:5][C:4]=3[N:3]=2)[CH:28]=[C:29]2[C:33]=1[NH:32][N:31]=[CH:30]2, predict the reactants needed to synthesize it. The reactants are: Cl[C:2]1[C:11]2=[N:12][N:13](CC3C=CC(OC)=CC=3)[CH:14]=[C:10]2[C:9]2[CH:8]=[CH:7][CH:6]=[CH:5][C:4]=2[N:3]=1.[CH3:24][C:25]1[CH:26]=[C:27]([NH2:34])[CH:28]=[C:29]2[C:33]=1[NH:32][N:31]=[CH:30]2.Cl. (6) Given the product [F:1][C:2]([F:26])([C:22]([F:23])([F:24])[F:25])[CH2:3][CH2:4][CH2:5][CH2:6][CH2:7][CH2:8][O:9][CH2:10][CH2:11][CH2:12][CH2:13][CH2:14][CH2:15][CH2:16][CH2:17][CH2:18][CH2:19][CH2:20][O:21][S:35]([CH3:34])(=[O:37])=[O:36], predict the reactants needed to synthesize it. The reactants are: [F:1][C:2]([F:26])([C:22]([F:25])([F:24])[F:23])[CH2:3][CH2:4][CH2:5][CH2:6][CH2:7][CH2:8][O:9][CH2:10][CH2:11][CH2:12][CH2:13][CH2:14][CH2:15][CH2:16][CH2:17][CH2:18][CH2:19][CH2:20][OH:21].CCN(CC)CC.[CH3:34][S:35](Cl)(=[O:37])=[O:36].